This data is from TCR-epitope binding with 47,182 pairs between 192 epitopes and 23,139 TCRs. The task is: Binary Classification. Given a T-cell receptor sequence (or CDR3 region) and an epitope sequence, predict whether binding occurs between them. (1) The TCR CDR3 sequence is CASSVLGLGNQPQHF. Result: 0 (the TCR does not bind to the epitope). The epitope is ISDYDYYRY. (2) The epitope is TPRVTGGGAM. The TCR CDR3 sequence is CASSLSSEGNQETQYF. Result: 1 (the TCR binds to the epitope). (3) Result: 1 (the TCR binds to the epitope). The epitope is FLNGSCGSV. The TCR CDR3 sequence is CASSYLNINNEQFF. (4) The epitope is GVAMPNLYK. The TCR CDR3 sequence is CASSPALGQGAPMSEQFF. Result: 1 (the TCR binds to the epitope). (5) The TCR CDR3 sequence is CASSQVESRVYNEQFF. Result: 0 (the TCR does not bind to the epitope). The epitope is FLKEKGGL. (6) The epitope is LPPAYTNSF. Result: 0 (the TCR does not bind to the epitope). The TCR CDR3 sequence is CASSLGGGQGEGELFF. (7) The epitope is FIAGLIAIV. The TCR CDR3 sequence is CASSEAGHLNEKLFF. Result: 1 (the TCR binds to the epitope). (8) The epitope is EHPTFTSQYRIQGKL. The TCR CDR3 sequence is CASSQVVGTGVDGYTF. Result: 0 (the TCR does not bind to the epitope). (9) The epitope is RLFRKSNLK. The TCR CDR3 sequence is CASTGGPLGEQFF. Result: 0 (the TCR does not bind to the epitope).